This data is from Forward reaction prediction with 1.9M reactions from USPTO patents (1976-2016). The task is: Predict the product of the given reaction. (1) The product is: [OH:20][CH2:19][C:18]([CH3:23])([CH3:17])[CH2:21][O:22][CH2:2][C:3]1[CH:15]=[CH:14][CH:13]=[C:12]([CH3:16])[C:4]=1[C:5]([O:7][C:8]([CH3:11])([CH3:10])[CH3:9])=[O:6]. Given the reactants Br[CH2:2][C:3]1[CH:15]=[CH:14][CH:13]=[C:12]([CH3:16])[C:4]=1[C:5]([O:7][C:8]([CH3:11])([CH3:10])[CH3:9])=[O:6].[CH3:17][C:18]([CH3:23])([CH2:21][OH:22])[CH2:19][OH:20].OCCCOCC1C=CC=C(C)C=1C(OC(C)(C)C)=O, predict the reaction product. (2) Given the reactants [CH2:1]([O:8][C:9]([N:11]1[CH2:16][CH2:15][CH:14]([C:17]2[NH:18][C:19]([C:30]3[CH:35]=[CH:34][C:33]([O:36][CH3:37])=[CH:32][CH:31]=3)=[C:20]([C:22]3[CH:27]=[CH:26][C:25]([O:28][CH3:29])=[CH:24][CH:23]=3)[CH:21]=2)[CH2:13][CH2:12]1)=[O:10])[C:2]1[CH:7]=[CH:6][CH:5]=[CH:4][CH:3]=1.[H-].[Na+].Br[CH2:41][C:42]([O:44][C:45]([CH3:48])([CH3:47])[CH3:46])=[O:43].[Cl-].[NH4+], predict the reaction product. The product is: [CH2:1]([O:8][C:9]([N:11]1[CH2:12][CH2:13][CH:14]([C:17]2[N:18]([CH2:41][C:42]([O:44][C:45]([CH3:48])([CH3:47])[CH3:46])=[O:43])[C:19]([C:30]3[CH:35]=[CH:34][C:33]([O:36][CH3:37])=[CH:32][CH:31]=3)=[C:20]([C:22]3[CH:27]=[CH:26][C:25]([O:28][CH3:29])=[CH:24][CH:23]=3)[CH:21]=2)[CH2:15][CH2:16]1)=[O:10])[C:2]1[CH:7]=[CH:6][CH:5]=[CH:4][CH:3]=1. (3) Given the reactants [CH2:1]([O:3][C:4](=[O:24])[CH2:5][O:6][C:7]1[CH:12]=[C:11]([O:13][CH3:14])[C:10]([Cl:15])=[CH:9][C:8]=1[CH:16]([OH:23])[C:17]1[CH:22]=[CH:21][CH:20]=[CH:19][CH:18]=1)[CH3:2], predict the reaction product. The product is: [CH2:1]([O:3][C:4](=[O:24])[CH2:5][O:6][C:7]1[CH:12]=[C:11]([O:13][CH3:14])[C:10]([Cl:15])=[CH:9][C:8]=1[C:16](=[O:23])[C:17]1[CH:18]=[CH:19][CH:20]=[CH:21][CH:22]=1)[CH3:2].